This data is from Forward reaction prediction with 1.9M reactions from USPTO patents (1976-2016). The task is: Predict the product of the given reaction. (1) Given the reactants [F:1][C:2]([S:5]([C:8]1[CH:13]=[CH:12][C:11]([NH2:14])=[CH:10][CH:9]=1)(=[O:7])=[O:6])([F:4])[F:3].[C:15]1([CH2:25][C:26]([OH:28])=O)[CH:20]=[CH:19][CH:18]=[C:17]([CH2:21][C:22]([OH:24])=O)[CH:16]=1, predict the reaction product. The product is: [F:1][C:2]([F:4])([F:3])[S:5]([C:8]1[CH:13]=[CH:12][C:11]([NH:14][C:22](=[O:24])[CH2:21][C:17]2[CH:18]=[CH:19][CH:20]=[C:15]([CH2:25][C:26](=[O:28])[NH:14][C:11]3[CH:12]=[CH:13][C:8]([S:5]([C:2]([F:4])([F:1])[F:3])(=[O:7])=[O:6])=[CH:9][CH:10]=3)[CH:16]=2)=[CH:10][CH:9]=1)(=[O:6])=[O:7]. (2) Given the reactants [F:1][C:2]1[CH:3]=[C:4]([N:15]2[CH2:19][C@H:18]([CH2:20][NH:21][C:22](=[O:24])[CH3:23])[O:17][C:16]2=[O:25])[CH:5]=[CH:6][C:7]=1[N:8]1[CH2:13][CH2:12][C:11](=O)[CH2:10][CH2:9]1.[In].C(Br)C=C.[O:31]1CC[CH2:33][CH2:32]1.O, predict the reaction product. The product is: [F:1][C:2]1[CH:3]=[C:4]([N:15]2[CH2:19][C@H:18]([CH2:20][NH:21][C:22](=[O:24])[CH3:23])[O:17][C:16]2=[O:25])[CH:5]=[CH:6][C:7]=1[N:8]1[CH2:13][CH2:12][C:11](=[CH:33][CH:32]=[O:31])[CH2:10][CH2:9]1. (3) Given the reactants [Cl:1][C:2]1[CH:28]=[CH:27][C:5]([CH2:6][N:7]2[C:15]3[C:10](=[CH:11][C:12]([CH:16]=[C:17]4[S:21][C:20](SCCC)=[N:19][C:18]4=[O:26])=[CH:13][CH:14]=3)[CH:9]=[N:8]2)=[C:4]([C:29]([F:32])([F:31])[F:30])[CH:3]=1.[CH3:33][N:34]([CH2:36][C:37]1([OH:43])[CH2:42][CH2:41][NH:40][CH2:39][CH2:38]1)[CH3:35], predict the reaction product. The product is: [Cl:1][C:2]1[CH:28]=[CH:27][C:5]([CH2:6][N:7]2[C:15]3[C:10](=[CH:11][C:12]([CH:16]=[C:17]4[S:21][C:20]([N:40]5[CH2:41][CH2:42][C:37]([CH2:36][N:34]([CH3:35])[CH3:33])([OH:43])[CH2:38][CH2:39]5)=[N:19][C:18]4=[O:26])=[CH:13][CH:14]=3)[CH:9]=[N:8]2)=[C:4]([C:29]([F:30])([F:31])[F:32])[CH:3]=1. (4) Given the reactants [CH2:1]([O:3][C:4]([CH:6]1[CH2:11][CH2:10][C:9](=O)[CH2:8][CH2:7]1)=[O:5])[CH3:2].Cl.[F:14][C:15]([F:26])([F:25])[O:16][C:17]1[CH:22]=[CH:21][C:20]([NH:23]N)=[CH:19][CH:18]=1, predict the reaction product. The product is: [F:14][C:15]([F:25])([F:26])[O:16][C:17]1[CH:22]=[C:21]2[C:20](=[CH:19][CH:18]=1)[NH:23][C:9]1[CH2:10][CH2:11][CH:6]([C:4]([O:3][CH2:1][CH3:2])=[O:5])[CH2:7][C:8]2=1. (5) Given the reactants Cl[CH2:2][CH2:3][O:4][C:5]1[CH:10]=[CH:9][C:8]([CH:11]2[C:20]([C:21]3[CH:22]=[CH:23][C:24]([O:27][CH3:28])=[N:25][CH:26]=3)=[C:19]([CH3:29])[C:18]3[C:13](=[CH:14][C:15]([O:30]COCC[Si](C)(C)C)=[CH:16][CH:17]=3)[O:12]2)=[CH:7][CH:6]=1.[NH:39]1[CH2:43][CH2:42][CH2:41][CH2:40]1, predict the reaction product. The product is: [CH3:28][O:27][C:24]1[N:25]=[CH:26][C:21]([C:20]2[CH:11]([C:8]3[CH:9]=[CH:10][C:5]([O:4][CH2:3][CH2:2][N:39]4[CH2:43][CH2:42][CH2:41][CH2:40]4)=[CH:6][CH:7]=3)[O:12][C:13]3[C:18]([C:19]=2[CH3:29])=[CH:17][CH:16]=[C:15]([OH:30])[CH:14]=3)=[CH:22][CH:23]=1. (6) Given the reactants [NH2:1][C:2]1[S:3][CH:4]=[C:5]([CH2:7][C:8]([O:10][CH2:11][CH3:12])=[O:9])[N:6]=1.[Cl:13][C:14]1[CH:15]=[C:16]([S:21](Cl)(=[O:23])=[O:22])[CH:17]=[CH:18][C:19]=1[Cl:20], predict the reaction product. The product is: [Cl:13][C:14]1[CH:15]=[C:16]([S:21]([NH:1][C:2]2[S:3][CH:4]=[C:5]([CH2:7][C:8]([O:10][CH2:11][CH3:12])=[O:9])[N:6]=2)(=[O:22])=[O:23])[CH:17]=[CH:18][C:19]=1[Cl:20]. (7) The product is: [Cl:9][C:10]1[CH:11]=[CH:12][C:13](/[C:16](/[C:33]2[CH:34]=[CH:35][C:36]([C:3]#[C:2][CH2:1][N:4]3[CH2:8][CH2:7][CH2:6][CH2:5]3)=[CH:37][CH:38]=2)=[CH:17]/[CH2:18][O:19][C:20]2[CH:31]=[CH:30][C:23]([O:24][CH2:25][C:26]([O:28][CH3:29])=[O:27])=[C:22]([CH3:32])[CH:21]=2)=[CH:14][CH:15]=1. Given the reactants [CH2:1]([N:4]1[CH2:8][CH2:7][CH2:6][CH2:5]1)[C:2]#[CH:3].[Cl:9][C:10]1[CH:15]=[CH:14][C:13](/[C:16](/[C:33]2[CH:38]=[CH:37][C:36](I)=[CH:35][CH:34]=2)=[CH:17]/[CH2:18][O:19][C:20]2[CH:31]=[CH:30][C:23]([O:24][CH2:25][C:26]([O:28][CH3:29])=[O:27])=[C:22]([CH3:32])[CH:21]=2)=[CH:12][CH:11]=1, predict the reaction product. (8) Given the reactants [Br:1][C:2]1[CH:3]=[C:4]([CH:7]=[C:8]([Br:10])[CH:9]=1)[CH:5]=O.[C:11]1([CH:17](P(=O)(OCC)OCC)[C:18]2[CH:23]=[CH:22][CH:21]=[CH:20][CH:19]=2)[CH:16]=[CH:15][CH:14]=[CH:13][CH:12]=1.CS(C)=O.CC(C)([O-])C.[K+], predict the reaction product. The product is: [C:11]1([C:17]([C:18]2[CH:19]=[CH:20][CH:21]=[CH:22][CH:23]=2)=[CH:5][C:4]2[CH:3]=[C:2]([Br:1])[CH:9]=[C:8]([Br:10])[CH:7]=2)[CH:16]=[CH:15][CH:14]=[CH:13][CH:12]=1.